Predict the reaction yield, written as a fraction of the theoretical maximum amount of product (1.0 means a 100% yield; for example, 0.34 means a 34% yield). From a dataset of Reaction yield outcomes from USPTO patents with 853,638 reactions. The reactants are C[O:2][C:3](=[O:25])[C@@H:4]([N:11]1[CH2:15][C:14]2=[CH:16][C:17]3[CH:18]=[CH:19][CH:20]=[CH:21][C:22]=3[O:23][CH:13]2[C:12]1=[O:24])[CH2:5][CH:6]1[CH2:10][CH2:9][CH2:8][CH2:7]1.[OH-].[Li+].CCOCC. The catalyst is C1COCC1.O. The product is [CH:6]1([CH2:5][C@H:4]([N:11]2[CH2:15][C:14]3[CH2:16][C:17]4[CH:18]=[CH:19][CH:20]=[CH:21][C:22]=4[O:23][C:13]=3[C:12]2=[O:24])[C:3]([OH:25])=[O:2])[CH2:10][CH2:9][CH2:8][CH2:7]1. The yield is 0.810.